From a dataset of Full USPTO retrosynthesis dataset with 1.9M reactions from patents (1976-2016). Predict the reactants needed to synthesize the given product. (1) Given the product [CH3:17][CH2:16][CH2:15][CH2:14][CH2:13][CH2:12][CH2:11][CH2:10][CH2:9][CH2:8][CH2:7][CH2:6][CH2:5][CH2:4][CH2:3][CH2:2][CH2:1][C:1]([CH2:2][CH2:3][CH2:4][CH2:5][CH2:6][CH2:7][CH2:8][CH2:9][CH2:10][CH2:11][CH2:12][CH2:13][CH2:14][CH2:15][CH2:16][CH2:17][CH3:18])=[O:20], predict the reactants needed to synthesize it. The reactants are: [C:1]([OH:20])(=O)[CH2:2][CH2:3][CH2:4][CH2:5][CH2:6][CH2:7][CH2:8][CH2:9][CH2:10][CH2:11][CH2:12][CH2:13][CH2:14][CH2:15][CH2:16][CH2:17][CH3:18]. (2) Given the product [Br:1][C:2]1[N:3]=[C:4]([CH:16]2[CH2:19][CH2:18][CH2:17]2)[N:5]([CH2:8][O:9][CH2:10][CH2:11][Si:12]([CH3:15])([CH3:14])[CH3:13])[C:6]=1[C:28]1[CH:29]=[CH:30][N:31]=[C:26]([Cl:25])[N:27]=1, predict the reactants needed to synthesize it. The reactants are: [Br:1][C:2]1[N:3]=[C:4]([CH:16]2[CH2:19][CH2:18][CH2:17]2)[N:5]([CH2:8][O:9][CH2:10][CH2:11][Si:12]([CH3:15])([CH3:14])[CH3:13])[C:6]=1Br.[Li]CCCC.[Cl:25][C:26]1[N:31]=[CH:30][CH:29]=[CH:28][N:27]=1.C(C1C(=O)C(Cl)=C(Cl)C(=O)C=1C#N)#N.[OH-].[Na+]. (3) Given the product [NH2:1][C:2]1[C:7]([C:8]([C:10]2[C:15]([O:16][CH3:17])=[CH:14][CH:13]=[C:12]([F:18])[C:11]=2[F:19])=[O:9])=[CH:6][N:5]=[C:4]([NH:20][CH:21]2[CH2:26][CH2:25][N:24]([S:27]([CH2:30][CH2:31][CH2:32][NH:34][C@H:35]([CH3:38])[CH2:36][OH:37])(=[O:29])=[O:28])[CH2:23][CH2:22]2)[N:3]=1, predict the reactants needed to synthesize it. The reactants are: [NH2:1][C:2]1[C:7]([C:8]([C:10]2[C:15]([O:16][CH3:17])=[CH:14][CH:13]=[C:12]([F:18])[C:11]=2[F:19])=[O:9])=[CH:6][N:5]=[C:4]([NH:20][CH:21]2[CH2:26][CH2:25][N:24]([S:27]([CH2:30][CH2:31][CH2:32]Cl)(=[O:29])=[O:28])[CH2:23][CH2:22]2)[N:3]=1.[NH2:34][C@H:35]([CH3:38])[CH2:36][OH:37]. (4) The reactants are: [CH:1]1([NH:4][CH:5]2[CH2:10][CH2:9][N:8]([C:11]3[O:15][N:14]=[C:13]([CH:16]([CH3:18])[CH3:17])[N:12]=3)[CH2:7][CH2:6]2)[CH2:3][CH2:2]1.[CH3:19][C:20]1[N:24]([C:25]2[CH:33]=[CH:32][C:28]([C:29](O)=[O:30])=[CH:27][CH:26]=2)[N:23]=[CH:22][N:21]=1. Given the product [CH:1]1([N:4]([CH:5]2[CH2:10][CH2:9][N:8]([C:11]3[O:15][N:14]=[C:13]([CH:16]([CH3:18])[CH3:17])[N:12]=3)[CH2:7][CH2:6]2)[C:29](=[O:30])[C:28]2[CH:27]=[CH:26][C:25]([N:24]3[C:20]([CH3:19])=[N:21][CH:22]=[N:23]3)=[CH:33][CH:32]=2)[CH2:2][CH2:3]1, predict the reactants needed to synthesize it.